This data is from Catalyst prediction with 721,799 reactions and 888 catalyst types from USPTO. The task is: Predict which catalyst facilitates the given reaction. (1) Reactant: [Cl:1][C:2]1[N:7]=[C:6]([N:8]2[CH2:13][CH2:12][CH2:11][C@@H:10]([NH:14]C(=O)OC(C)(C)C)[CH2:9]2)[CH:5]=[N:4][C:3]=1[C:22]#[N:23].Cl. Product: [ClH:1].[NH2:14][C@@H:10]1[CH2:11][CH2:12][CH2:13][N:8]([C:6]2[N:7]=[C:2]([Cl:1])[C:3]([C:22]#[N:23])=[N:4][CH:5]=2)[CH2:9]1. The catalyst class is: 12. (2) Reactant: [Cl:1][C:2]1[CH:11]=[CH:10][C:9]2[C:4](=[CH:5][CH:6]=[CH:7][CH:8]=2)[C:3]=1[C:12]1[C:17](C)=[CH:16][CH:15]=[CH:14][N:13]=1.Cl[C:20]1C=CC=C(C(OO)=O)C=1.[OH-:30].[Na+]. The catalyst class is: 4. Product: [Cl:1][C:2]1[CH:11]=[CH:10][C:9]2[C:4](=[CH:5][CH:6]=[CH:7][CH:8]=2)[C:3]=1[C:12]1[CH:17]=[CH:16][C:15]([CH3:20])=[CH:14][N+:13]=1[O-:30].